Dataset: Forward reaction prediction with 1.9M reactions from USPTO patents (1976-2016). Task: Predict the product of the given reaction. (1) Given the reactants CC1(C)C(C)(C)[O:5][B:4]([C:9]2[CH:14]=[CH:13][CH:12]=[CH:11][C:10]=2[CH:15]([CH3:22])[C:16]#[C:17][Si:18]([CH3:21])([CH3:20])[CH3:19])[O:3]1.CC(O)=O.CCOC(C)=O, predict the reaction product. The product is: [CH3:22][CH:15]([C:10]1[CH:11]=[CH:12][CH:13]=[CH:14][C:9]=1[B:4]([OH:5])[OH:3])[C:16]#[C:17][Si:18]([CH3:21])([CH3:19])[CH3:20]. (2) Given the reactants [CH3:1][S:2](Cl)(=[O:4])=[O:3].[NH2:6][C:7]1[CH:12]=[CH:11][C:10]([C:13]2[N:17]([CH3:18])[C:16]([C:19]#[N:20])=[CH:15][CH:14]=2)=[CH:9][C:8]=1[C:21]#[N:22], predict the reaction product. The product is: [C:21]([C:8]1[CH:9]=[C:10]([C:13]2[N:17]([CH3:18])[C:16]([C:19]#[N:20])=[CH:15][CH:14]=2)[CH:11]=[CH:12][C:7]=1[NH:6][S:2]([CH3:1])(=[O:4])=[O:3])#[N:22]. (3) Given the reactants [CH2:1]1[CH2:3][CH:2]1[CH:4]1[C:9](=[O:10])[NH:8][C:7]2[CH:11]=[C:12]([N+:15]([O-])=O)[CH:13]=[CH:14][C:6]=2[O:5]1.[Cl-].[NH4+], predict the reaction product. The product is: [NH2:15][C:12]1[CH:13]=[CH:14][C:6]2[O:5][CH:4]([CH:2]3[CH2:3][CH2:1]3)[C:9](=[O:10])[NH:8][C:7]=2[CH:11]=1. (4) Given the reactants [CH3:1][O:2][C:3](=[O:10])[CH:4]=[CH:5][CH:6]=[CH:7][CH2:8]Br.[C:11]1([SH:17])[CH:16]=[CH:15][CH:14]=[CH:13][CH:12]=1.C(N(CC)CC)C, predict the reaction product. The product is: [CH3:1][O:2][C:3](=[O:10])[CH:4]=[CH:5][CH:6]=[CH:7][CH2:8][S:17][C:11]1[CH:16]=[CH:15][CH:14]=[CH:13][CH:12]=1.